This data is from Forward reaction prediction with 1.9M reactions from USPTO patents (1976-2016). The task is: Predict the product of the given reaction. (1) The product is: [CH3:12][O:13][C:14]1[CH:19]=[C:18]([O:20][C:21]([F:24])([F:22])[F:23])[CH:17]=[CH:16][C:15]=1[C:25]1[C:30]([CH3:31])=[CH:29][C:28]([N+:32]([O-:34])=[O:33])=[CH:27][N+:26]=1[O-:9]. Given the reactants C1C=C(Cl)C=C(C(OO)=[O:9])C=1.[CH3:12][O:13][C:14]1[CH:19]=[C:18]([O:20][C:21]([F:24])([F:23])[F:22])[CH:17]=[CH:16][C:15]=1[C:25]1[C:30]([CH3:31])=[CH:29][C:28]([N+:32]([O-:34])=[O:33])=[CH:27][N:26]=1, predict the reaction product. (2) Given the reactants [H-].[Na+].[I-].C[S+](C)C.[C:8]([N:15]1[CH2:20][CH2:19][CH2:18][CH2:17][C:16]1=O)([O:10][C:11]([CH3:14])([CH3:13])[CH3:12])=[O:9].O.[C:23](OCC)(=[O:25])C, predict the reaction product. The product is: [C:11]([O:10][C:8]([N:15]1[CH2:20][CH2:19][C:18]2([O:25][CH2:23]2)[CH2:17][CH2:16]1)=[O:9])([CH3:14])([CH3:13])[CH3:12].